Dataset: Forward reaction prediction with 1.9M reactions from USPTO patents (1976-2016). Task: Predict the product of the given reaction. (1) Given the reactants [CH:1]1([NH:7][N:8]2[C:20]3[C:19]4[CH:18]=[CH:17][CH:16]=[CH:15][C:14]=4[N:13]=[CH:12][C:11]=3[N:10]=[C:9]2[CH2:21][O:22][CH2:23][CH3:24])[CH2:6][CH2:5][CH2:4][CH2:3][CH2:2]1.C1C=C(Cl)C=C(C(OO)=[O:33])C=1.C(Cl)(Cl)Cl.CO, predict the reaction product. The product is: [CH:1]1([NH:7][N:8]2[C:20]3[C:19]4[CH:18]=[CH:17][CH:16]=[CH:15][C:14]=4[N+:13]([O-:33])=[CH:12][C:11]=3[N:10]=[C:9]2[CH2:21][O:22][CH2:23][CH3:24])[CH2:2][CH2:3][CH2:4][CH2:5][CH2:6]1. (2) Given the reactants [Br:1][C:2]1[CH:7]=[CH:6][C:5]([C:8]2[CH:13]=[CH:12][CH:11]=[CH:10][CH:9]=2)=[C:4]([S:14]([CH3:17])(=[O:16])=[O:15])[CH:3]=1.BrC1C=CC(I)=C(S(C)(=O)=O)C=1.[CH3:30][O:31]C1C=CC(B(O)O)=CC=1, predict the reaction product. The product is: [Br:1][C:2]1[CH:7]=[CH:6][C:5]([C:8]2[CH:13]=[CH:12][C:11]([O:31][CH3:30])=[CH:10][CH:9]=2)=[C:4]([S:14]([CH3:17])(=[O:16])=[O:15])[CH:3]=1.